From a dataset of Reaction yield outcomes from USPTO patents with 853,638 reactions. Predict the reaction yield, written as a fraction of the theoretical maximum amount of product (1.0 means a 100% yield; for example, 0.34 means a 34% yield). (1) The reactants are [CH2:1]([C:8]1[CH:17]=[C:16]2[C:11]([CH:12]=[C:13]([C:22]([O:24]CC)=[O:23])[CH:14]([C:18]([F:21])([F:20])[F:19])[O:15]2)=[CH:10][CH:9]=1)[C:2]1[CH:7]=[CH:6][CH:5]=[CH:4][CH:3]=1.[Li+].[OH-]. No catalyst specified. The product is [CH2:1]([C:8]1[CH:17]=[C:16]2[C:11]([CH:12]=[C:13]([C:22]([OH:24])=[O:23])[CH:14]([C:18]([F:19])([F:20])[F:21])[O:15]2)=[CH:10][CH:9]=1)[C:2]1[CH:7]=[CH:6][CH:5]=[CH:4][CH:3]=1. The yield is 0.950. (2) The reactants are C([O:3][C:4](=[O:21])[C:5]([S:8]([CH:11]1[CH2:16][CH2:15][N:14]([S:17]([CH3:20])(=[O:19])=[O:18])[CH2:13][CH2:12]1)(=[O:10])=[O:9])([CH3:7])[CH3:6])C.O.[OH-].[Li+]. The catalyst is O1CCOCC1.O. The product is [CH3:20][S:17]([N:14]1[CH2:13][CH2:12][CH:11]([S:8]([C:5]([CH3:7])([CH3:6])[C:4]([OH:21])=[O:3])(=[O:9])=[O:10])[CH2:16][CH2:15]1)(=[O:18])=[O:19]. The yield is 0.630. (3) The yield is 0.767. The product is [CH2:11]([O:40][C:37](=[O:38])[CH2:36][C:32]1[C:33](=[O:34])[O:29][C:22]2[C:21]([C:19]=1[C:15]1[CH:16]=[CH:17][CH:18]=[C:13]([Br:12])[CH:14]=1)=[CH:26][C:25]([CH3:27])=[C:24]([Cl:28])[CH:23]=2)[CH3:1]. The catalyst is C(#N)C. The reactants are [CH2:1]1[CH2:11]CN2C(=NCCC2)CC1.[Br:12][C:13]1[CH:14]=[C:15]([C:19]([C:21]2[CH:26]=[C:25]([CH3:27])[C:24]([Cl:28])=[CH:23][C:22]=2[OH:29])=O)[CH:16]=[CH:17][CH:18]=1.C([CH:32]([CH2:36][C:37](Cl)=[O:38])[C:33](Cl)=[O:34])C.[OH2:40]. (4) The reactants are C([O:9][C:10]1[CH:15]=[CH:14][C:13]([O:16][CH2:17][CH:18]=[C:19]([Cl:21])[Cl:20])=[CH:12][CH:11]=1)(=O)C1C=CC=CC=1.[OH-].[K+].Cl. The product is [Cl:20][C:19]([Cl:21])=[CH:18][CH2:17][O:16][C:13]1[CH:14]=[CH:15][C:10]([OH:9])=[CH:11][CH:12]=1. The yield is 0.870. The catalyst is CO. (5) The reactants are Cl[C:2]1[CH:7]=[C:6]([NH2:8])[C:5]([N+:9]([O-:11])=[O:10])=[CH:4][N:3]=1.[CH3:12][O-:13].[Na+]. The catalyst is CO. The product is [CH3:12][O:13][C:2]1[CH:7]=[C:6]([NH2:8])[C:5]([N+:9]([O-:11])=[O:10])=[CH:4][N:3]=1. The yield is 0.780.